This data is from TCR-epitope binding with 47,182 pairs between 192 epitopes and 23,139 TCRs. The task is: Binary Classification. Given a T-cell receptor sequence (or CDR3 region) and an epitope sequence, predict whether binding occurs between them. (1) The epitope is TPRVTGGGAM. The TCR CDR3 sequence is CASSQDYSGGPPGNEQFF. Result: 0 (the TCR does not bind to the epitope). (2) The epitope is LPPIVAKEI. The TCR CDR3 sequence is CASSAGTRGVGEQFF. Result: 0 (the TCR does not bind to the epitope). (3) The epitope is FLLNKEMYL. The TCR CDR3 sequence is CASSRDSDQETQYF. Result: 1 (the TCR binds to the epitope). (4) The epitope is SEISMDNSPNL. The TCR CDR3 sequence is CASSSRSGNEKLFF. Result: 0 (the TCR does not bind to the epitope). (5) The epitope is TLVPQEHYV. The TCR CDR3 sequence is CASSPGLANTGELFF. Result: 1 (the TCR binds to the epitope).